This data is from Reaction yield outcomes from USPTO patents with 853,638 reactions. The task is: Predict the reaction yield, written as a fraction of the theoretical maximum amount of product (1.0 means a 100% yield; for example, 0.34 means a 34% yield). (1) The reactants are [CH:1]1([C:9]2[CH:14]=[CH:13][C:12]([C:15](=[O:17])[CH3:16])=[CH:11][CH:10]=2)[CH2:8][CH2:7][CH2:6][CH2:5][CH2:4][CH2:3][CH2:2]1.II.[CH2:20]([O:22][C:23](=[O:26])[CH2:24]Br)[CH3:21].Cl. The catalyst is C1C=CC=CC=1.[Zn]. The product is [OH:17][C:15]([C:12]1[CH:11]=[CH:10][C:9]([CH:1]2[CH2:8][CH2:7][CH2:6][CH2:5][CH2:4][CH2:3][CH2:2]2)=[CH:14][CH:13]=1)([CH3:16])[CH2:24][C:23]([O:22][CH2:20][CH3:21])=[O:26]. The yield is 0.950. (2) The reactants are [N+:1]([C:4]1[CH:5]=[C:6]([CH2:10][S:11]([N:14]([CH3:16])[CH3:15])(=[O:13])=[O:12])[CH:7]=[CH:8][CH:9]=1)([O-])=O. The catalyst is [Ni].CO. The product is [NH2:1][C:4]1[CH:5]=[C:6]([CH2:10][S:11]([N:14]([CH3:16])[CH3:15])(=[O:13])=[O:12])[CH:7]=[CH:8][CH:9]=1. The yield is 0.960. (3) The reactants are [Li]C(C)(C)C.CCC[CH2:9][CH2:10][CH2:11][CH3:12].Br[C:14]1[C:15]([N:32]2[CH2:37][CH2:36][N:35]([C:38]([O:40][C:41]([CH3:44])([CH3:43])[CH3:42])=[O:39])[CH2:34][CH2:33]2)=[C:16]2[CH:22]=[N:21][N:20](CC3C=CC(OC)=CC=3)[C:17]2=[N:18][CH:19]=1.C1(=O)CCC1.[NH4+].[Cl-].C([SiH](CC)CC)C.C(O)(C(F)(F)F)=O.CC(OC(OC(OC(C)(C)C)=O)=O)(C)C.[H][H]. The catalyst is C1COCC1.CCO.[Pd]. The product is [CH:9]1([C:14]2[C:15]([N:32]3[CH2:33][CH2:34][N:35]([C:38]([O:40][C:41]([CH3:44])([CH3:43])[CH3:42])=[O:39])[CH2:36][CH2:37]3)=[C:16]3[CH:22]=[N:21][NH:20][C:17]3=[N:18][CH:19]=2)[CH2:10][CH2:11][CH2:12]1. The yield is 0.390.